This data is from Reaction yield outcomes from USPTO patents with 853,638 reactions. The task is: Predict the reaction yield, written as a fraction of the theoretical maximum amount of product (1.0 means a 100% yield; for example, 0.34 means a 34% yield). (1) The reactants are [OH:1][C@@H:2]1[C@H:6]([CH3:7])[NH:5][C:4](=[O:8])[CH2:3]1.N1C(C)=CC=CC=1C.FC(F)(F)S(O[Si:23]([C:26]([CH3:29])([CH3:28])[CH3:27])([CH3:25])[CH3:24])(=O)=O.O. The catalyst is C1COCC1. The product is [Si:23]([O:1][C@@H:2]1[C@H:6]([CH3:7])[NH:5][C:4](=[O:8])[CH2:3]1)([C:26]([CH3:29])([CH3:28])[CH3:27])([CH3:25])[CH3:24]. The yield is 0.760. (2) The reactants are [OH:1][CH:2]1[CH2:7][CH2:6][N:5]([C:8](=[O:19])[CH2:9][O:10][C:11]2[C:12](=[O:18])[N:13]([CH3:17])[N:14]=[CH:15][CH:16]=2)[CH2:4][CH2:3]1.[F:20][C:21]1[CH:26]=[CH:25][C:24]([C:27](=[O:29])[CH3:28])=[C:23](O)[CH:22]=1. No catalyst specified. The product is [C:27]([C:24]1[CH:25]=[CH:26][C:21]([F:20])=[CH:22][C:23]=1[O:1][CH:2]1[CH2:3][CH2:4][N:5]([C:8](=[O:19])[CH2:9][O:10][C:11]2[C:12](=[O:18])[N:13]([CH3:17])[N:14]=[CH:15][CH:16]=2)[CH2:6][CH2:7]1)(=[O:29])[CH3:28]. The yield is 0.170. (3) The reactants are Cl[C:2]1[C:11]2[C:6](=[CH:7][C:8]([O:14][CH3:15])=[C:9]([O:12][CH3:13])[CH:10]=2)[N:5]=[CH:4][CH:3]=1.[Cl:16][C:17]1[CH:18]=[N:19][CH:20]=[C:21]([OH:23])[CH:22]=1.O. The catalyst is CN(C)C1C=CN=CC=1.ClC1C=CC=CC=1Cl. The product is [Cl:16][C:17]1[CH:22]=[C:21]([O:23][C:2]2[C:11]3[C:6](=[CH:7][C:8]([O:14][CH3:15])=[C:9]([O:12][CH3:13])[CH:10]=3)[N:5]=[CH:4][CH:3]=2)[CH:20]=[N:19][CH:18]=1. The yield is 0.810. (4) The reactants are [F:1][C:2]1[CH:7]=[CH:6][C:5]([N+:8]([O-])=O)=[CH:4][C:3]=1[C:11]1[C:12]([C:17]#[N:18])=[CH:13][CH:14]=[CH:15][CH:16]=1.O.O.[Sn](Cl)Cl. The catalyst is C1COCC1.C(O)C. The product is [NH2:8][C:5]1[CH:6]=[CH:7][C:2]([F:1])=[C:3]([C:11]2[C:12]([C:17]#[N:18])=[CH:13][CH:14]=[CH:15][CH:16]=2)[CH:4]=1. The yield is 0.690. (5) The reactants are [CH3:1][C:2]1[CH:7]=[C:6]([N+:8]([O-:10])=[O:9])[C:5]([O:11][CH3:12])=[CH:4][C:3]=1[N:13]1[CH2:18][CH2:17][CH:16]([CH2:19][CH2:20]O)[CH2:15][CH2:14]1.C1(P(C2C=CC=CC=2)C2C=CC=CC=2)C=CC=CC=1.N1C=CN=C1.[I:46]I. The catalyst is C1COCC1. The product is [I:46][CH2:20][CH2:19][CH:16]1[CH2:17][CH2:18][N:13]([C:3]2[CH:4]=[C:5]([O:11][CH3:12])[C:6]([N+:8]([O-:10])=[O:9])=[CH:7][C:2]=2[CH3:1])[CH2:14][CH2:15]1. The yield is 0.910. (6) The reactants are [CH3:1][NH:2][NH2:3].C[O:5][C:6]([C:8]1([CH2:22][C:23]2[CH:28]=[CH:27][CH:26]=[CH:25][CH:24]=2)[C:13](=O)[CH2:12][CH2:11][N:10]([C:15]([O:17][C:18]([CH3:21])([CH3:20])[CH3:19])=[O:16])[CH2:9]1)=O.C(O)(=O)C.C(=O)(O)[O-].[Na+]. The catalyst is COC(C)(C)C.O. The product is [CH3:19][C:18]([O:17][C:15]([N:10]1[CH2:11][CH2:12][C:13]2=[N:3][N:2]([CH3:1])[C:6](=[O:5])[C:8]2([CH2:22][C:23]2[CH:28]=[CH:27][CH:26]=[CH:25][CH:24]=2)[CH2:9]1)=[O:16])([CH3:21])[CH3:20]. The yield is 0.951. (7) The reactants are [CH3:1][C:2]1[CH:3]=[C:4]2[CH:10]=[CH:9][N:8]([S:11]([C:14]3[CH:20]=[CH:19][C:17]([CH3:18])=[CH:16][CH:15]=3)(=[O:13])=[O:12])[C:5]2=[N:6][CH:7]=1.[Br:21]Br. The yield is 0.990. The catalyst is ClCCl. The product is [Br:21][C:10]1[C:4]2[C:5](=[N:6][CH:7]=[C:2]([CH3:1])[CH:3]=2)[N:8]([S:11]([C:14]2[CH:20]=[CH:19][C:17]([CH3:18])=[CH:16][CH:15]=2)(=[O:13])=[O:12])[CH:9]=1.